The task is: Predict the reaction yield, written as a fraction of the theoretical maximum amount of product (1.0 means a 100% yield; for example, 0.34 means a 34% yield).. This data is from Reaction yield outcomes from USPTO patents with 853,638 reactions. (1) The reactants are [Cl:1][C:2]1[C:3](F)=[C:4]([I:14])[C:5]([O:11][CH2:12][CH3:13])=[C:6]([C:8](=[O:10])[CH3:9])[CH:7]=1.[C-:16]#[N:17].[K+].C(=O)(O)[O-].[Na+].O. The catalyst is CN(C)C=O.C(OCC)(=O)C. The product is [C:8]([C:6]1[CH:7]=[C:2]([Cl:1])[C:3]([C:16]#[N:17])=[C:4]([I:14])[C:5]=1[O:11][CH2:12][CH3:13])(=[O:10])[CH3:9]. The yield is 0.810. (2) The reactants are [Cl:1][C:2]1[CH:11]=[C:10]([C:12]#[N:13])[C:5]([C:6]([O:8][CH3:9])=[O:7])=[C:4]([NH:14][C:15]2[CH:20]=[CH:19][CH:18]=[C:17](SC)[CH:16]=2)[N:3]=1.Cl[C:24]1C=C(C=CC=1)C(OO)=O.[O-:34][S:35]([O-:38])(=S)=O.[Na+].[Na+]. The catalyst is CN(C=O)C. The product is [Cl:1][C:2]1[CH:11]=[C:10]([C:12]#[N:13])[C:5]([C:6]([O:8][CH3:9])=[O:7])=[C:4]([NH:14][C:15]2[CH:20]=[CH:19][CH:18]=[C:17]([S:35]([CH3:24])(=[O:38])=[O:34])[CH:16]=2)[N:3]=1. The yield is 0.500. (3) The reactants are [OH:1][C:2]1[CH:7]=[CH:6][C:5]([N+:8]([O-:10])=[O:9])=[CH:4][N:3]=1.[I-].C[N+]1C=CN([C:18](=[O:27])[N:19]([CH3:26])[C:20]2[CH:25]=[CH:24][CH:23]=[CH:22][CH:21]=2)C=1.C(N(CC)CC)C. The catalyst is C(#N)C. The product is [N+:8]([C:5]1[CH:6]=[CH:7][C:2]([O:1][C:18](=[O:27])[N:19]([CH3:26])[C:20]2[CH:25]=[CH:24][CH:23]=[CH:22][CH:21]=2)=[N:3][CH:4]=1)([O-:10])=[O:9]. The yield is 0.410.